This data is from Full USPTO retrosynthesis dataset with 1.9M reactions from patents (1976-2016). The task is: Predict the reactants needed to synthesize the given product. (1) Given the product [C:19]([N:13]1[CH2:18][CH2:17][N:16]([C:7]([Cl:10])=[O:6])[CH2:15][CH2:14]1)(=[O:21])[CH3:20], predict the reactants needed to synthesize it. The reactants are: ClC(Cl)(OC(=O)[O:6][C:7]([Cl:10])(Cl)Cl)Cl.[N:13]1([C:19](=[O:21])[CH3:20])[CH2:18][CH2:17][NH:16][CH2:15][CH2:14]1.N1C=CC=CC=1. (2) Given the product [C:1]([CH2:5][C@@H:6]([OH:13])[CH2:7][C:8]([O:10][CH2:11][CH3:12])=[O:9])#[N:2], predict the reactants needed to synthesize it. The reactants are: [C-:1]#[N:2].[Na+].Cl[CH2:5][C@@H:6]([OH:13])[CH2:7][C:8]([O:10][CH2:11][CH3:12])=[O:9].[OH-].[Na+]. (3) Given the product [S:1]1[C:5]2[CH:6]=[CH:7][CH:8]=[CH:9][C:4]=2[N:3]=[C:2]1[NH:10][C:11]1[CH:16]=[CH:15][C:14]([CH2:17][C:18]([OH:20])=[O:19])=[CH:13][C:12]=1[Cl:22], predict the reactants needed to synthesize it. The reactants are: [S:1]1[C:5]2[CH:6]=[CH:7][CH:8]=[CH:9][C:4]=2[N:3]=[C:2]1[NH:10][C:11]1[CH:16]=[CH:15][C:14]([CH2:17][C:18]([O:20]C)=[O:19])=[CH:13][C:12]=1[Cl:22].[OH-].[Na+]. (4) Given the product [CH3:3][C:4]1[CH:9]=[CH:8][C:7]([N+:10]([O-:12])=[O:11])=[CH:6][C:5]=1[CH:13]([OH:20])[CH2:14][C:15]([O:17][CH2:18][CH3:19])=[O:16], predict the reactants needed to synthesize it. The reactants are: [BH4-].[Na+].[CH3:3][C:4]1[CH:9]=[CH:8][C:7]([N+:10]([O-:12])=[O:11])=[CH:6][C:5]=1[C:13](=[O:20])[CH2:14][C:15]([O:17][CH2:18][CH3:19])=[O:16].Cl. (5) Given the product [C:56]([O:38][CH2:37][CH2:36][CH2:35][CH2:34][CH2:33][CH2:32][N:29]1[C:30](=[O:31])[C:25](=[CH:24][C:14]2[S:18][C:17]([C:19]3[S:20][C:21]([C:14]4[CH:15]=[CH:16][C:49]([N:51]([C:54]5[CH:17]=[CH:19][CH:23]=[CH:22][CH:55]=5)[C:52]5[CH:30]=[CH:25][CH:26]=[CH:27][CH:53]=5)=[CH:50][CH:24]=4)=[CH:22][CH:23]=3)=[CH:16][CH:15]=2)[C:26]([CH3:42])=[C:27]([C:40]#[N:41])[C:28]1=[O:39])(=[O:60])[C:57]([CH3:59])=[CH2:58], predict the reactants needed to synthesize it. The reactants are: C1(N(C2C=CC=CC=2)C2C=CC([C:14]3([CH:24]=[C:25]4[C:30](=[O:31])[N:29]([CH2:32][CH2:33][CH2:34][CH2:35][CH2:36][CH2:37][OH:38])[C:28](=[O:39])[C:27]([C:40]#[N:41])=[C:26]4[CH3:42])[S:18][C:17]([C:19]4[S:20][CH:21]=[CH:22][CH:23]=4)=[CH:16][CH2:15]3)=CC=2)C=CC=CC=1.[CH2:49]([N:51]([CH2:54][CH3:55])[CH2:52][CH3:53])[CH3:50].[C:56](Cl)(=[O:60])[C:57]([CH3:59])=[CH2:58]. (6) Given the product [F:24][C:25]1[CH:32]=[C:31]([I:33])[CH:30]=[C:29]([F:34])[C:26]=1[C@@H:27]1[C:2]2[NH:1][C:9]3[C:4]([C:3]=2[CH2:10][C@@H:11]([CH3:12])[N:13]1[CH2:14][C:15]([F:18])([F:19])[CH2:16][OH:17])=[CH:5][CH:6]=[CH:7][CH:8]=3, predict the reactants needed to synthesize it. The reactants are: [NH:1]1[C:9]2[C:4](=[CH:5][CH:6]=[CH:7][CH:8]=2)[C:3]([CH2:10][C@H:11]([NH:13][CH2:14][C:15]([F:19])([F:18])[CH2:16][OH:17])[CH3:12])=[CH:2]1.CC(O)=O.[F:24][C:25]1[CH:32]=[C:31]([I:33])[CH:30]=[C:29]([F:34])[C:26]=1[CH:27]=O.